The task is: Predict the reactants needed to synthesize the given product.. This data is from Full USPTO retrosynthesis dataset with 1.9M reactions from patents (1976-2016). (1) The reactants are: [CH3:1][N:2]1[C:6]2=[CH:7][CH:8]=[C:9]3[C:18]([N:17]=[C:16]4[C:11]([CH:12]=[CH:13][CH:14]=[C:15]4[C:19](O)=[O:20])=[N:10]3)=[C:5]2[CH:4]=[CH:3]1.[CH3:22][N:23]([CH3:27])[CH2:24][CH2:25][NH2:26]. Given the product [CH3:22][N:23]([CH3:27])[CH2:24][CH2:25][NH:26][C:19]([C:15]1[C:16]2[C:11](=[N:10][C:9]3[C:18]([N:17]=2)=[C:5]2[CH:4]=[CH:3][N:2]([CH3:1])[C:6]2=[CH:7][CH:8]=3)[CH:12]=[CH:13][CH:14]=1)=[O:20], predict the reactants needed to synthesize it. (2) Given the product [CH3:33][O:32][C:30]([C:29]1[C:19]([C:17]2[CH:16]=[CH:15][C:14]3[O:10][CH2:11][O:12][C:13]=3[CH:18]=2)([C:20]#[N:21])[C:2]2[C:3]([C:4]=1[NH2:5])=[CH:6][CH:7]=[CH:8][CH:9]=2)=[O:31], predict the reactants needed to synthesize it. The reactants are: Cl[C:2]1[CH:9]=[CH:8][CH:7]=[CH:6][C:3]=1[C:4]#[N:5].[O:10]1[C:14]2[CH:15]=[CH:16][C:17]([CH2:19][C:20]#[N:21])=[CH:18][C:13]=2[O:12][CH2:11]1.CC(C)([O-])C.[K+].Cl[CH2:29][C:30]([O:32][CH3:33])=[O:31].Cl. (3) Given the product [O:10]=[C:4]1[CH:5]2[CH2:6][CH2:15][CH:11]1[CH2:12][CH2:13][CH2:8]2, predict the reactants needed to synthesize it. The reactants are: C(O[C:4](=[O:10])[CH:5]([CH2:8]Br)[CH2:6]Br)C.[C:11]1(N2CCCC2)[CH2:15]C[CH2:13][CH:12]=1.CCN(C(C)C)C(C)C.CCOC(C)=O.